Dataset: Catalyst prediction with 721,799 reactions and 888 catalyst types from USPTO. Task: Predict which catalyst facilitates the given reaction. (1) Reactant: CC1(C)C(C)(C)OB([C:9]2[CH:10]=[CH:11][C:12]([NH2:15])=[N:13][CH:14]=2)O1.Br[C:18](=[CH:20][CH3:21])[CH3:19].C([O-])([O-])=O.[Cs+].[Cs+]. Product: [CH3:19][C:18]([C:9]1[CH:10]=[CH:11][C:12]([NH2:15])=[N:13][CH:14]=1)=[CH:20][CH3:21]. The catalyst class is: 335. (2) Product: [CH2:11]([O:18][C:19]1[CH:20]=[CH:21][C:22]([NH:23][C:35]([C:28]2[C:29]3[C:34](=[CH:33][CH:32]=[CH:31][CH:30]=3)[NH:26][N:27]=2)=[O:36])=[CH:24][CH:25]=1)[C:12]1[CH:13]=[CH:14][CH:15]=[CH:16][CH:17]=1. Reactant: CCN(C(C)C)C(C)C.Cl.[CH2:11]([O:18][C:19]1[CH:25]=[CH:24][C:22]([NH2:23])=[CH:21][CH:20]=1)[C:12]1[CH:17]=[CH:16][CH:15]=[CH:14][CH:13]=1.[NH:26]1[C:34]2[C:29](=[CH:30][CH:31]=[CH:32][CH:33]=2)[C:28]([C:35](O)=[O:36])=[N:27]1.CN(C(ON1N=NC2C=CC=CC1=2)=[N+](C)C)C.F[P-](F)(F)(F)(F)F.C(=O)(O)[O-].[Na+]. The catalyst class is: 3.